From a dataset of Full USPTO retrosynthesis dataset with 1.9M reactions from patents (1976-2016). Predict the reactants needed to synthesize the given product. (1) Given the product [ClH:1].[ClH:1].[ClH:1].[NH2:28][C@H:29]1[CH2:34][CH2:33][C@H:32]([NH:35][C:2]2[N:10]=[C:9]3[C:5]([N:6]=[CH:7][N:8]3[CH:11]3[CH2:15][CH2:14][CH2:13][CH2:12]3)=[C:4]([NH:16][CH2:17][CH2:18][NH:19][CH2:20][C:21]3[CH:22]=[CH:23][C:24]([Cl:27])=[CH:25][CH:26]=3)[N:3]=2)[CH2:31][CH2:30]1, predict the reactants needed to synthesize it. The reactants are: [Cl:1][C:2]1[N:10]=[C:9]2[C:5]([N:6]=[CH:7][N:8]2[CH:11]2[CH2:15][CH2:14][CH2:13][CH2:12]2)=[C:4]([NH:16][CH2:17][CH2:18][NH:19][CH2:20][C:21]2[CH:26]=[CH:25][C:24]([Cl:27])=[CH:23][CH:22]=2)[N:3]=1.[NH2:28][C@H:29]1[CH2:34][CH2:33][C@H:32]([NH2:35])[CH2:31][CH2:30]1. (2) Given the product [CH3:4][O:5][C:6]1[CH:7]=[C:8]2[C:13](=[C:14]3[CH2:18][C:17]([CH3:20])([CH3:19])[O:16][C:15]=13)[C:12]([C:21]1[CH:26]=[CH:25][CH:24]=[CH:23][CH:22]=1)=[N:11][C:10]([CH3:27])([CH2:28][NH2:29])[CH2:9]2, predict the reactants needed to synthesize it. The reactants are: O.NN.[CH3:4][O:5][C:6]1[CH:7]=[C:8]2[C:13](=[C:14]3[CH2:18][C:17]([CH3:20])([CH3:19])[O:16][C:15]=13)[C:12]([C:21]1[CH:26]=[CH:25][CH:24]=[CH:23][CH:22]=1)=[N:11][C:10]([CH2:28][N:29]1C(=O)C3C(=CC=CC=3)C1=O)([CH3:27])[CH2:9]2.[OH-].[Na+]. (3) Given the product [CH:25]1([CH:18]([C:14]2[S:13][CH:17]=[CH:16][CH:15]=2)[C:19]([O:21][CH2:22][CH3:23])=[O:20])[CH2:29][CH2:28][CH2:27][CH2:26]1, predict the reactants needed to synthesize it. The reactants are: C([Li])CCC.C(NC(C)C)(C)C.[S:13]1[CH:17]=[CH:16][CH:15]=[C:14]1[CH2:18][C:19]([O:21][CH2:22][CH3:23])=[O:20].Br[CH:25]1[CH2:29][CH2:28][CH2:27][CH2:26]1. (4) Given the product [CH2:22]([C:2]1[C:15]2[C:6](=[N:7][C:8]3[C:9]4[CH:19]=[C:18]([CH3:20])[CH:17]=[C:16]([CH3:21])[C:10]=4[CH2:11][CH2:12][C:13]=3[CH:14]=2)[CH:5]=[CH:4][CH:3]=1)[CH:23]([CH3:25])[CH3:24], predict the reactants needed to synthesize it. The reactants are: Cl[C:2]1[C:15]2[C:6](=[N:7][C:8]3[C:9]4[CH:19]=[C:18]([CH3:20])[CH:17]=[C:16]([CH3:21])[C:10]=4[CH2:11][CH2:12][C:13]=3[CH:14]=2)[CH:5]=[CH:4][CH:3]=1.[CH2:22](B(O)O)[CH:23]([CH3:25])[CH3:24]. (5) The reactants are: [Cl:1][C:2]1[N:7]=[C:6]([NH2:8])[CH:5]=[CH:4][N:3]=1.[H-].[Na+].[O:11]1[CH2:16][CH2:15][CH:14]([CH2:17][C:18](Cl)=[O:19])[CH2:13][CH2:12]1. Given the product [Cl:1][C:2]1[N:7]=[C:6]([NH:8][C:18](=[O:19])[CH2:17][CH:14]2[CH2:15][CH2:16][O:11][CH2:12][CH2:13]2)[CH:5]=[CH:4][N:3]=1, predict the reactants needed to synthesize it.